Task: Predict the product of the given reaction.. Dataset: Forward reaction prediction with 1.9M reactions from USPTO patents (1976-2016) (1) Given the reactants C(O[CH:6](N(C)C)[N:7]([CH3:9])[CH3:8])(C)(C)C.[Br:13][C:14]1[CH:19]=[CH:18][C:17]([N:20]2[C:29](=[O:30])[C:28]3[C:23](=[CH:24][CH:25]=[CH:26][CH:27]=3)[N:22]=[C:21]2[C:31]2[CH:36]=[CH:35][C:34]([N+:37]([O-:39])=[O:38])=[C:33]([CH3:40])[CH:32]=2)=[CH:16][CH:15]=1, predict the reaction product. The product is: [Br:13][C:14]1[CH:19]=[CH:18][C:17]([N:20]2[C:29](=[O:30])[C:28]3[C:23](=[CH:24][CH:25]=[CH:26][CH:27]=3)[N:22]=[C:21]2[C:31]2[CH:36]=[CH:35][C:34]([N+:37]([O-:39])=[O:38])=[C:33](/[CH:40]=[CH:6]/[N:7]([CH3:9])[CH3:8])[CH:32]=2)=[CH:16][CH:15]=1. (2) The product is: [CH3:1][N:2]([CH3:24])[CH2:3][CH2:4][N:5]([CH3:23])[C:6]1[CH:7]=[CH:8][C:9]([C:12]2[N:16]3[CH:17]=[CH:18][CH:19]=[CH:20][C:15]3=[N:14][C:13]=2[CH2:21][N:26]([CH3:25])[C@@H:27]2[C:36]3[N:35]=[CH:34][CH:33]=[CH:32][C:31]=3[CH2:30][CH2:29][CH2:28]2)=[CH:10][N:11]=1. Given the reactants [CH3:1][N:2]([CH3:24])[CH2:3][CH2:4][N:5]([CH3:23])[C:6]1[N:11]=[CH:10][C:9]([C:12]2[N:16]3[CH:17]=[CH:18][CH:19]=[CH:20][C:15]3=[N:14][C:13]=2[CH:21]=O)=[CH:8][CH:7]=1.[CH3:25][NH:26][C@@H:27]1[C:36]2[N:35]=[CH:34][CH:33]=[CH:32][C:31]=2[CH2:30][CH2:29][CH2:28]1.CN(CC1N=C2C=CC=CN2C=1C1C=CN=CC=1)[C@@H]1C2N=CC=CC=2CCC1, predict the reaction product. (3) Given the reactants C([O:5][C:6](=[O:40])[C:7]1[CH:12]=[CH:11][CH:10]=[C:9]([CH2:13][CH:14]([NH:28][C:29](=[O:37])[CH2:30][CH2:31][CH2:32][S:33](=[O:36])(=[O:35])[NH2:34])[B:15]2[O:23][CH:22]3[C:17]([CH3:27])([CH:18]4[CH2:24][CH:20]([CH2:21]3)[C:19]4([CH3:26])[CH3:25])[O:16]2)[C:8]=1[O:38][CH3:39])(C)(C)C.FC(F)(F)C(O)=O, predict the reaction product. The product is: [CH3:39][O:38][C:8]1[C:9]([CH2:13][CH:14]([NH:28][C:29](=[O:37])[CH2:30][CH2:31][CH2:32][S:33](=[O:36])(=[O:35])[NH2:34])[B:15]2[O:23][CH:22]3[C:17]([CH3:27])([CH:18]4[CH2:24][CH:20]([CH2:21]3)[C:19]4([CH3:26])[CH3:25])[O:16]2)=[CH:10][CH:11]=[CH:12][C:7]=1[C:6]([OH:40])=[O:5].